This data is from Forward reaction prediction with 1.9M reactions from USPTO patents (1976-2016). The task is: Predict the product of the given reaction. (1) Given the reactants [Cl:1][C:2]1[CH:7]=[CH:6][C:5]([CH:8]([NH:28][C:29]2[CH:34]=[C:33]([CH3:35])[C:32](=[O:36])[N:31]([CH3:37])[CH:30]=2)[C:9]2[C:10]([CH3:27])=[N:11][N:12]([C:17]3[C:18]([O:25][CH3:26])=[N:19][C:20]([O:23][CH3:24])=[N:21][CH:22]=3)[C:13]=2[C:14](O)=[O:15])=[CH:4][CH:3]=1, predict the reaction product. The product is: [Cl:1][C:2]1[CH:3]=[CH:4][C:5]([CH:8]2[C:9]3[C:10]([CH3:27])=[N:11][N:12]([C:17]4[C:18]([O:25][CH3:26])=[N:19][C:20]([O:23][CH3:24])=[N:21][CH:22]=4)[C:13]=3[C:14](=[O:15])[N:28]2[C:29]2[CH:34]=[C:33]([CH3:35])[C:32](=[O:36])[N:31]([CH3:37])[CH:30]=2)=[CH:6][CH:7]=1. (2) Given the reactants [OH:1][CH2:2][CH2:3][N:4]1[CH2:8][CH2:7][CH2:6][CH2:5]1.[H-].[Na+].[F:11][C:12]1[CH:13]=[C:14]([C:19]2[CH2:23][CH2:22][C@:21]([C:28]3[CH:33]=[CH:32][CH:31]=[C:30]([F:34])[C:29]=3[CH3:35])([C:24]([O:26][CH3:27])=[O:25])[CH:20]=2)[CH:15]=[N:16][C:17]=1F, predict the reaction product. The product is: [F:34][C:30]1[C:29]([CH3:35])=[C:28]([C@:21]2([C:24]([O:26][CH3:27])=[O:25])[CH2:22][CH2:23][C:19]([C:14]3[CH:15]=[N:16][C:17]([O:1][CH2:2][CH2:3][N:4]4[CH2:8][CH2:7][CH2:6][CH2:5]4)=[C:12]([F:11])[CH:13]=3)=[CH:20]2)[CH:33]=[CH:32][CH:31]=1. (3) The product is: [Cl:1][C:2]1[CH:3]=[CH:4][C:5]([O:24][CH3:25])=[C:6]([CH:23]=1)[CH2:7][N:8]([CH3:22])[C:9](=[O:21])[CH2:10][CH2:11][CH2:12][S:13][C:14]1[CH:15]=[CH:16][C:17]([O:20][CH:29]([CH3:31])[CH3:30])=[CH:18][CH:19]=1. Given the reactants [Cl:1][C:2]1[CH:3]=[CH:4][C:5]([O:24][CH3:25])=[C:6]([CH:23]=1)[CH2:7][N:8]([CH3:22])[C:9](=[O:21])[CH2:10][CH2:11][CH2:12][S:13][C:14]1[CH:19]=[CH:18][C:17]([OH:20])=[CH:16][CH:15]=1.[H-].[Na+].I[CH:29]([CH3:31])[CH3:30].O, predict the reaction product. (4) Given the reactants [OH-].[K+].[NH2:3][C:4]1[S:5][CH:6]=[C:7]([CH3:14])[C:8]=1[C:9]([O:11][CH2:12]C)=[O:10].ClC(OC(Cl)(Cl)Cl)=[O:17], predict the reaction product. The product is: [CH3:14][C:7]1[C:8]2[C:9](=[O:10])[O:11][C:12](=[O:17])[NH:3][C:4]=2[S:5][CH:6]=1. (5) Given the reactants [CH2:1]([C:3]1[CH:4]=[C:5]2[C:10](=[C:11]([CH3:13])[CH:12]=1)[O:9][CH:8]([C:14]([F:17])([F:16])[F:15])[C:7]([C:18]([O:20]CC)=[O:19])=[CH:6]2)[CH3:2].[OH-].[Na+], predict the reaction product. The product is: [CH2:1]([C:3]1[CH:4]=[C:5]2[C:10](=[C:11]([CH3:13])[CH:12]=1)[O:9][CH:8]([C:14]([F:15])([F:16])[F:17])[C:7]([C:18]([OH:20])=[O:19])=[CH:6]2)[CH3:2].